This data is from Forward reaction prediction with 1.9M reactions from USPTO patents (1976-2016). The task is: Predict the product of the given reaction. Given the reactants [CH2:1]([N:3]([CH:38]1[CH2:43][CH2:42][O:41][CH2:40][CH2:39]1)[C:4]1[C:5]([CH3:37])=[C:6]([CH:22]=[C:23]([C:25]2[CH:26]=[N:27][C:28]([N:31]3[CH2:36][CH2:35][NH:34][CH2:33][CH2:32]3)=[CH:29][CH:30]=2)[CH:24]=1)[C:7]([NH:9][CH2:10][C:11]1[C:12](=[O:21])[NH:13][C:14]([CH3:20])=[CH:15][C:16]=1[CH:17]([CH3:19])[CH3:18])=[O:8])[CH3:2].[CH3:44][N:45]1[CH2:50][CH2:49][C:48](=O)[CH2:47][CH2:46]1.C(O)(=O)C.C(O[BH-](OC(=O)C)OC(=O)C)(=O)C.[Na+], predict the reaction product. The product is: [CH2:1]([N:3]([CH:38]1[CH2:43][CH2:42][O:41][CH2:40][CH2:39]1)[C:4]1[C:5]([CH3:37])=[C:6]([CH:22]=[C:23]([C:25]2[CH:26]=[N:27][C:28]([N:31]3[CH2:36][CH2:35][N:34]([CH:48]4[CH2:49][CH2:50][N:45]([CH3:44])[CH2:46][CH2:47]4)[CH2:33][CH2:32]3)=[CH:29][CH:30]=2)[CH:24]=1)[C:7]([NH:9][CH2:10][C:11]1[C:12](=[O:21])[NH:13][C:14]([CH3:20])=[CH:15][C:16]=1[CH:17]([CH3:19])[CH3:18])=[O:8])[CH3:2].